From a dataset of Choline transporter screen with 302,306 compounds. Binary Classification. Given a drug SMILES string, predict its activity (active/inactive) in a high-throughput screening assay against a specified biological target. (1) The molecule is S(CCC(=O)NCCc1ccc(OC)cc1)c1nc(cc(n1)C(F)(F)F)c1occc1. The result is 0 (inactive). (2) The drug is S=C1NC2(NN1CC(OCC)=O)CC(CCC2)C. The result is 0 (inactive). (3) The result is 0 (inactive). The compound is S(CC(=O)N1CCN(CC1)c1ccccc1)c1nc2n(cc(cc2)C)c(=O)n1. (4) The molecule is O1c2c(OC1)cc([N+]([O-])=O)c(c2)/C=N\NC(=O)c1nonc1N. The result is 0 (inactive).